This data is from Catalyst prediction with 721,799 reactions and 888 catalyst types from USPTO. The task is: Predict which catalyst facilitates the given reaction. (1) Reactant: [OH:1][CH:2]1[O:10][C@H:9]([CH2:11][OH:12])[C@H:7]([OH:8])[C@H:5]([OH:6])[C@H:3]1[OH:4].C[N:14]([P+](ON1N=NC2C=CC=CC1=2)(N(C)C)N(C)C)C.F[P-](F)(F)(F)(F)F.[OH:40][CH:41]1[O:49][C@H:48]([CH2:50]O)[C@H:46](O)[C@H:44](O)[C@H:42]1[NH2:43]. Product: [O:1]=[CH:2][C@@H:3]([C@H:5]([C@H:7]([C@@H:9]([CH2:11][OH:12])[OH:10])[OH:8])[OH:6])[OH:4].[NH2:43][C@H:42]([C:41]([OH:49])=[O:40])[CH2:44][CH2:46][CH2:48][CH2:50][NH2:14]. The catalyst class is: 338. (2) Reactant: [C:1]([C:3]1[CH:8]=[CH:7][C:6]([OH:9])=[CH:5][CH:4]=1)#[N:2].Br[CH2:11][CH2:12][CH2:13][CH2:14]Cl.[C:16](=[O:19])([O-])[O-].[K+].[K+].[Cl:22][C:23]1[CH:28]=[CH:27][CH:26]=[CH:25][C:24]=1[N:29]1[CH2:34][CH2:33][NH:32][CH2:31][CH2:30]1.[C:35](=O)([O-])[O-].[Na+].[Na+].[I-].[K+].[H-].[H-].[H-].[H-].[Li+].[Al+3].[OH-].[Na+].O.[CH2:52](OC(Cl)=O)[CH3:53].C([N:60]([CH2:63][CH3:64])CC)C.[CH3:65][C:66](C)=O. Product: [Cl:22][C:23]1[CH:28]=[CH:27][CH:26]=[CH:25][C:24]=1[N:29]1[CH2:34][CH2:33][N:32]([CH2:11][CH2:12][CH2:13][CH2:14][O:9][C:6]2[CH:7]=[CH:8][C:3]([CH2:1][N:2]([CH3:35])[C:16]([NH:60][C:63]3[CH:64]=[CH:53][CH:52]=[CH:66][CH:65]=3)=[O:19])=[CH:4][CH:5]=2)[CH2:31][CH2:30]1. The catalyst class is: 46. (3) Reactant: [CH3:1][O:2][C:3](=[O:17])[CH2:4][CH2:5][CH:6]1[O:10][B:9]([OH:11])[C:8]2[CH:12]=[C:13]([OH:16])[CH:14]=[CH:15][C:7]1=2.[H-].[Na+].Cl[C:21]1[N:26]=[CH:25][CH:24]=[CH:23][N:22]=1.Cl. Product: [CH3:1][O:2][C:3](=[O:17])[CH2:4][CH2:5][CH:6]1[O:10][B:9]([OH:11])[C:8]2[CH:12]=[C:13]([O:16][C:21]3[N:26]=[CH:25][CH:24]=[CH:23][N:22]=3)[CH:14]=[CH:15][C:7]1=2. The catalyst class is: 3.